This data is from Retrosynthesis with 50K atom-mapped reactions and 10 reaction types from USPTO. The task is: Predict the reactants needed to synthesize the given product. (1) Given the product Cc1cccc([C@@H]2CNC(=O)N2C2CCN(Cc3ccc(Oc4ccc(OCC(=O)O)cc4)nc3C)CC2)c1, predict the reactants needed to synthesize it. The reactants are: Cc1cccc([C@@H]2CNC(=O)N2C2CCN(Cc3ccc(Oc4ccc(OCC(=O)OC(C)(C)C)cc4)nc3C)CC2)c1. (2) Given the product COC(=O)c1cnc(CCc2ccccn2)c(-c2ccc(Cl)cc2)c1, predict the reactants needed to synthesize it. The reactants are: COC(=O)c1cnc(C#Cc2ccccn2)c(-c2ccc(Cl)cc2)c1. (3) The reactants are: O=CO.[NH3+]CCNC(=O)c1cnn2cc(Cc3ccc(Br)cc3)cnc12. Given the product O=CNCCNC(=O)c1cnn2cc(Cc3ccc(Br)cc3)cnc12, predict the reactants needed to synthesize it. (4) Given the product CC(C)OC(=O)C1=CN(C(=O)c2ccc(CCl)cc2)CC(C)(C)c2c1[nH]c1ccccc21, predict the reactants needed to synthesize it. The reactants are: CC(C)OC(=O)C1=CNCC(C)(C)c2c1[nH]c1ccccc21.O=C(Cl)c1ccc(CCl)cc1. (5) Given the product OC[C@@H](O)[C@@H]1OCCNC[C@H]1c1ccc(Cl)c(Cl)c1, predict the reactants needed to synthesize it. The reactants are: CC(C)(C)OC(=O)N1CCO[C@@H]([C@H](O)CO)[C@H](c2ccc(Cl)c(Cl)c2)C1. (6) Given the product CCOC(=O)c1cc(Cl)ccc1Br, predict the reactants needed to synthesize it. The reactants are: CCO.O=C(O)c1cc(Cl)ccc1Br.